Task: Predict the reaction yield, written as a fraction of the theoretical maximum amount of product (1.0 means a 100% yield; for example, 0.34 means a 34% yield).. Dataset: Reaction yield outcomes from USPTO patents with 853,638 reactions (1) The reactants are [H-].[H-].[H-].[H-].[Li+].[Al+3].[F:7][C:8]1([F:20])[O:12][C:11]2[CH:13]=[CH:14][C:15]([C:17](O)=[O:18])=[CH:16][C:10]=2[O:9]1.O.[OH-].[K+]. The catalyst is C1COCC1. The product is [F:20][C:8]1([F:7])[O:12][C:11]2[CH:13]=[CH:14][C:15]([CH2:17][OH:18])=[CH:16][C:10]=2[O:9]1. The yield is 0.840. (2) The reactants are [Cl:1][C:2]1[CH:7]=[CH:6][C:5]([S:8]([N:11]([CH2:23][C:24]2[CH:33]=[CH:32][C:27]([C:28]([O:30]C)=[O:29])=[CH:26][CH:25]=2)[C@H:12]([C:15]2[CH:20]=[CH:19][C:18]([C:21]#[N:22])=[CH:17][CH:16]=2)[CH2:13][CH3:14])(=[O:10])=[O:9])=[CH:4][CH:3]=1.O.[OH-].[Li+]. No catalyst specified. The product is [Cl:1][C:2]1[CH:7]=[CH:6][C:5]([S:8]([N:11]([CH2:23][C:24]2[CH:25]=[CH:26][C:27]([C:28]([OH:30])=[O:29])=[CH:32][CH:33]=2)[C@H:12]([C:15]2[CH:20]=[CH:19][C:18]([C:21]#[N:22])=[CH:17][CH:16]=2)[CH2:13][CH3:14])(=[O:9])=[O:10])=[CH:4][CH:3]=1. The yield is 0.590. (3) The reactants are [Br:1][C:2]1[CH:3]=[C:4]([OH:8])[CH:5]=[N:6][CH:7]=1.[C:9]1(P([C:9]2[CH:14]=[CH:13][CH:12]=[CH:11][CH:10]=2)[C:9]2[CH:14]=[CH:13][CH:12]=[CH:11][CH:10]=2)[CH:14]=[CH:13][CH:12]=[CH:11][CH:10]=1.C1(O)CCCCC1. The catalyst is C1COCC1. The product is [Br:1][C:2]1[CH:7]=[N:6][CH:5]=[C:4]([O:8][CH:9]2[CH2:14][CH2:13][CH2:12][CH2:11][CH2:10]2)[CH:3]=1. The yield is 0.272. (4) The reactants are [CH:1]1([C:7]2[C:8]([OH:30])=[C:9]([C:25](OCC)=[O:26])[C:10](=[O:24])[N:11]([CH2:13][C:14]3[CH:19]=[CH:18][C:17]([C:20]([CH3:23])([CH3:22])[CH3:21])=[CH:16][CH:15]=3)[N:12]=2)[CH2:6][CH2:5][CH2:4][CH2:3][CH2:2]1.[H-].[Na+].C1(C2C(O)=[C:41]([C:46]([O:48]CC)=[O:47])C(=O)NN=2)CCCCC1.C(C1C=CC(CBr)=CC=1)(C)(C)C.Cl.C[N:66](C)C=O. No catalyst specified. The product is [CH:1]1([C:7]2[C:8]([OH:30])=[C:9]([C:25]([NH:66][CH2:41][C:46]([OH:48])=[O:47])=[O:26])[C:10](=[O:24])[N:11]([CH2:13][C:14]3[CH:15]=[CH:16][C:17]([C:20]([CH3:22])([CH3:21])[CH3:23])=[CH:18][CH:19]=3)[N:12]=2)[CH2:2][CH2:3][CH2:4][CH2:5][CH2:6]1. The yield is 0.560. (5) The reactants are [CH2:1]([O:3][P:4]([O:19][CH2:20][CH3:21])([O:6][C:7]1[CH:12]=[CH:11][C:10](/[C:13](/[CH3:18])=[CH:14]/[C:15]([OH:17])=[O:16])=[CH:9][CH:8]=1)=[O:5])[CH3:2].[Cl:22][C:23]1[C:28](O)=[C:27]([Cl:30])[C:26]([Cl:31])=[C:25]([Cl:32])[C:24]=1[Cl:33].C1CCC(N=C=NC2CCCCC2)CC1. The catalyst is CN(C1C=CN=CC=1)C.CCOC(C)=O. The product is [CH2:1]([O:3][P:4]([O:19][CH2:20][CH3:21])([O:6][C:7]1[CH:8]=[CH:9][C:10](/[C:13](/[CH3:18])=[CH:14]/[C:15]([O:17][C:28]2[C:27]([Cl:30])=[C:26]([Cl:31])[C:25]([Cl:32])=[C:24]([Cl:33])[C:23]=2[Cl:22])=[O:16])=[CH:11][CH:12]=1)=[O:5])[CH3:2]. The yield is 0.720. (6) The reactants are [CH3:1][O:2][C:3](=[O:29])[CH:4]([O:6][C:7]1[CH:12]=[CH:11][C:10]([NH:13][C:14](=[O:28])[CH2:15][CH2:16][CH2:17][CH2:18][CH2:19][O:20]CC2C=CC=CC=2)=[CH:9][CH:8]=1)[CH3:5]. The catalyst is CO.[Pd]. The product is [CH3:1][O:2][C:3](=[O:29])[CH:4]([O:6][C:7]1[CH:12]=[CH:11][C:10]([NH:13][C:14](=[O:28])[CH2:15][CH2:16][CH2:17][CH2:18][CH2:19][OH:20])=[CH:9][CH:8]=1)[CH3:5]. The yield is 0.516. (7) The reactants are [O:1]=[C:2]1[C:6]2([CH2:11][CH2:10][N:9]([CH2:12][CH2:13][CH2:14][CH:15]3[C:23]4[C:18](=[CH:19][CH:20]=[CH:21][CH:22]=4)[NH:17][C:16]3=[O:24])[CH2:8][CH2:7]2)[N:5]([C:25]2[CH:30]=[CH:29][CH:28]=[CH:27][CH:26]=2)[CH2:4][N:3]1[CH2:31][C:32]1[CH:33]=[C:34]([CH:42]=[CH:43][CH:44]=1)[C:35]([O:37]C(C)(C)C)=[O:36].[ClH:45]. The catalyst is O1CCOCC1. The product is [ClH:45].[O:1]=[C:2]1[C:6]2([CH2:7][CH2:8][N:9]([CH2:12][CH2:13][CH2:14][CH:15]3[C:23]4[C:18](=[CH:19][CH:20]=[CH:21][CH:22]=4)[NH:17][C:16]3=[O:24])[CH2:10][CH2:11]2)[N:5]([C:25]2[CH:26]=[CH:27][CH:28]=[CH:29][CH:30]=2)[CH2:4][N:3]1[CH2:31][C:32]1[CH:33]=[C:34]([CH:42]=[CH:43][CH:44]=1)[C:35]([OH:37])=[O:36]. The yield is 0.900.